From a dataset of Full USPTO retrosynthesis dataset with 1.9M reactions from patents (1976-2016). Predict the reactants needed to synthesize the given product. (1) Given the product [CH3:1][O:23][C:22](=[O:24])[C:21]1[C:16]([NH:15][C:12]2[CH:13]=[CH:14][C:9]([Br:8])=[CH:10][C:11]=2[F:27])=[C:17]([F:26])[C:18]([Cl:25])=[N:19][CH:20]=1, predict the reactants needed to synthesize it. The reactants are: [CH3:1][Si](C=[N+]=[N-])(C)C.[Br:8][C:9]1[CH:14]=[CH:13][C:12]([NH:15][C:16]2[C:21]([C:22]([OH:24])=[O:23])=[CH:20][N:19]=[C:18]([Cl:25])[C:17]=2[F:26])=[C:11]([F:27])[CH:10]=1.C1COCC1. (2) Given the product [CH3:27][N:24]([CH3:23])[C:2]1[CH:3]=[C:4]2[C:8](=[CH:9][CH:10]=1)[C:7](=[O:11])[N:6]([C:12]1[CH:17]=[CH:16][C:15]([CH2:18][CH2:19][CH3:20])=[CH:14][CH:13]=1)[CH2:5]2, predict the reactants needed to synthesize it. The reactants are: N[C:2]1[CH:3]=[C:4]2[C:8](=[CH:9][CH:10]=1)[C:7](=[O:11])[N:6]([C:12]1[CH:17]=[CH:16][C:15]([CH2:18][CH2:19][CH3:20])=[CH:14][CH:13]=1)[CH2:5]2.C=O.[C:23]([BH3-])#[N:24].[Na+].[C:27](O)(=O)C.